From a dataset of Reaction yield outcomes from USPTO patents with 853,638 reactions. Predict the reaction yield, written as a fraction of the theoretical maximum amount of product (1.0 means a 100% yield; for example, 0.34 means a 34% yield). (1) The reactants are [CH:1]1([N:4]2[CH2:9][CH2:8][N:7]([C:10]3([CH2:16][NH:17][C:18](=[O:23])[C:19]([F:22])([F:21])[F:20])[CH2:15][CH2:14][NH:13][CH2:12][CH2:11]3)[CH2:6][CH2:5]2)[CH2:3][CH2:2]1.CCN(C(C)C)C(C)C.[CH3:33][C:34]([O:37][C:38](O[C:38]([O:37][C:34]([CH3:36])([CH3:35])[CH3:33])=[O:39])=[O:39])([CH3:36])[CH3:35]. The catalyst is ClCCl. The product is [CH:1]1([N:4]2[CH2:9][CH2:8][N:7]([C:10]3([CH2:16][NH:17][C:18](=[O:23])[C:19]([F:21])([F:20])[F:22])[CH2:15][CH2:14][N:13]([C:38]([O:37][C:34]([CH3:36])([CH3:35])[CH3:33])=[O:39])[CH2:12][CH2:11]3)[CH2:6][CH2:5]2)[CH2:2][CH2:3]1. The yield is 0.500. (2) The yield is 0.360. The reactants are Br.Br[CH:3]([CH3:12])[C:4]([C:6]1[CH:11]=[CH:10][N:9]=[CH:8][CH:7]=1)=O.N1[CH:18]=[CH:17][C:16]([C:19]2[NH:20]C(C3C=CN=CC=3)=C[C:23]=2[C:24]([OH:26])=[O:25])=[CH:15][CH:14]=1.[H-].[Na+].[C:35]([O-])(=O)[CH3:36].[NH4+].[CH2:40]1COCC1. The product is [CH2:35]([O:26][C:24]([C:23]1[C:3]([CH3:12])=[C:4]([C:6]2[CH:11]=[CH:10][N:9]=[CH:8][CH:7]=2)[NH:20][C:19]=1[C:16]1[CH:15]=[CH:14][CH:40]=[CH:18][CH:17]=1)=[O:25])[CH3:36]. No catalyst specified. (3) The reactants are C[N:2](C)[CH:3]=[CH:4][C:5]([C:7]1[C:12](=[O:13])[CH:11]=[CH:10][N:9]([C:14]2[CH:19]=[CH:18][CH:17]=[C:16]([C:20]([F:23])([F:22])[F:21])[CH:15]=2)[N:8]=1)=O.Cl.[CH3:26][CH:27]([CH3:31])[CH2:28][NH:29]N.CCN(CC)CC. The catalyst is C(O)C.Cl. The product is [CH3:26][CH:27]([CH3:31])[CH2:28][N:29]1[C:5]([C:7]2[C:12](=[O:13])[CH:11]=[CH:10][N:9]([C:14]3[CH:19]=[CH:18][CH:17]=[C:16]([C:20]([F:23])([F:22])[F:21])[CH:15]=3)[N:8]=2)=[CH:4][CH:3]=[N:2]1. The yield is 0.540. (4) The reactants are [CH2:1]([N:8]([CH2:16][C:17]1[CH:22]=[CH:21][CH:20]=[CH:19][CH:18]=1)[CH:9]1[CH2:14][CH2:13][NH:12][CH:11]([CH3:15])[CH2:10]1)[C:2]1[CH:7]=[CH:6][CH:5]=[CH:4][CH:3]=1.C(N(CC)CC)C.Br[CH2:31][CH2:32][OH:33].ClCCl.CO. The catalyst is C(#N)C. The product is [CH2:16]([N:8]([CH2:1][C:2]1[CH:3]=[CH:4][CH:5]=[CH:6][CH:7]=1)[CH:9]1[CH2:14][CH2:13][N:12]([CH2:31][CH2:32][OH:33])[CH:11]([CH3:15])[CH2:10]1)[C:17]1[CH:22]=[CH:21][CH:20]=[CH:19][CH:18]=1. The yield is 0.650. (5) The reactants are Cl.[N:2]1[N:3]([CH2:7][C:8]([OH:10])=O)[N:4]=[CH:5][CH:6]=1.[Cl:11][C:12]1[CH:40]=[CH:39][CH:38]=[CH:37][C:13]=1[CH2:14][C@H:15]1[CH2:19][NH:18][C@H:17]([C:20]([NH:22][C:23]2[CH:28]=[CH:27][C:26]([O:29][C:30]3[CH:35]=[CH:34][C:33]([F:36])=[CH:32][CH:31]=3)=[CH:25][CH:24]=2)=[O:21])[CH2:16]1. No catalyst specified. The product is [N:4]1[N:3]([CH2:7][C:8]([N:18]2[CH2:19][C@H:15]([CH2:14][C:13]3[CH:37]=[CH:38][CH:39]=[CH:40][C:12]=3[Cl:11])[CH2:16][C@H:17]2[C:20]([NH:22][C:23]2[CH:28]=[CH:27][C:26]([O:29][C:30]3[CH:31]=[CH:32][C:33]([F:36])=[CH:34][CH:35]=3)=[CH:25][CH:24]=2)=[O:21])=[O:10])[N:2]=[CH:6][CH:5]=1. The yield is 0.550. (6) The product is [Br:1][C:2]1[CH:3]=[C:4]([N:9]2[C:13](=[O:14])[O:12][N:11]=[C:10]2[C:15]2[C:19]([NH:20][CH2:21][CH2:22][OH:23])=[N:18][O:17][N:16]=2)[CH:5]=[CH:6][C:7]=1[F:8]. The reactants are [Br:1][C:2]1[CH:3]=[C:4]([N:9]2[C:13](=[O:14])[O:12][N:11]=[C:10]2[C:15]2[C:19]([NH:20][CH2:21][CH2:22][O:23]C)=[N:18][O:17][N:16]=2)[CH:5]=[CH:6][C:7]=1[F:8].B(Br)(Br)Br.C(=O)(O)[O-].[Na+].CCCCCCC. The yield is 0.940. The catalyst is ClCCl.O. (7) The reactants are Cl[C:2]([F:21])([F:20])[C:3](Cl)([F:18])[O:4][C:5]([Cl:17])([Cl:16])[C:6]([F:15])([F:14])[C:7](Cl)([F:12])[C:8](Cl)([F:10])[F:9]. The catalyst is [Zn].CN(C)C=O. The product is [C:8](=[C:7]([C:6]([C:5]([O:4][C:3](=[C:2]([F:20])[F:21])[F:18])([Cl:16])[Cl:17])([F:15])[F:14])[F:12])([F:10])[F:9]. The yield is 0.620. (8) The reactants are [C:1](Cl)(=[O:5])C(Cl)=O.[Cl:7][C:8]1[CH:16]=[CH:15][C:14]([N:17]2[CH:21]=[CH:20][CH:19]=[CH:18]2)=[CH:13][C:9]=1[C:10]([NH2:12])=[O:11].[NH2:22][C:23]1[S:24][C:25]2[CH:31]=[C:30]([S:32]([C@H:35]3[CH2:39][CH2:38][N:37](C(OC(C)(C)C)=O)[CH2:36]3)(=[O:34])=[O:33])[CH:29]=[CH:28][C:26]=2[N:27]=1. The catalyst is C1COCC1. The product is [Cl:7][C:8]1[CH:16]=[CH:15][C:14]([N:17]2[CH:21]=[CH:20][CH:19]=[CH:18]2)=[CH:13][C:9]=1[C:10]([NH:12][C:1](=[O:5])[NH:22][C:23]1[S:24][C:25]2[CH:31]=[C:30]([S:32]([C@H:35]3[CH2:39][CH2:38][NH:37][CH2:36]3)(=[O:34])=[O:33])[CH:29]=[CH:28][C:26]=2[N:27]=1)=[O:11]. The yield is 0.220. (9) The reactants are Br[C:2]1[N:7]=[CH:6][CH:5]=[CH:4][N:3]=1.C(=O)(O)[O-].[Na+].[OH:13][CH2:14][C:15]#[C:16][C:17]1[CH:22]=[CH:21][C:20](B(O)O)=[CH:19][CH:18]=1. The catalyst is COCCOC.O.C(Cl)Cl.C1C=CC([P]([Pd]([P](C2C=CC=CC=2)(C2C=CC=CC=2)C2C=CC=CC=2)([P](C2C=CC=CC=2)(C2C=CC=CC=2)C2C=CC=CC=2)[P](C2C=CC=CC=2)(C2C=CC=CC=2)C2C=CC=CC=2)(C2C=CC=CC=2)C2C=CC=CC=2)=CC=1. The product is [N:3]1[CH:4]=[CH:5][CH:6]=[N:7][C:2]=1[C:20]1[CH:21]=[CH:22][C:17]([C:16]#[C:15][CH2:14][OH:13])=[CH:18][CH:19]=1. The yield is 0.790.